This data is from Forward reaction prediction with 1.9M reactions from USPTO patents (1976-2016). The task is: Predict the product of the given reaction. (1) Given the reactants [CH:1]1([C:6]([C:8]2[CH:13]=[C:12]([CH3:14])[CH:11]=[CH:10][C:9]=2[NH:15][C:16](=[O:30])[NH:17][C:18]2[S:19][CH:20]=[C:21]([CH2:23][CH2:24]OS(C)(=O)=O)[N:22]=2)=[O:7])[CH2:5][CH2:4][CH2:3][CH2:2]1.[SH:31][C:32]1[CH:37]=[CH:36][CH:35]=[CH:34][N:33]=1, predict the reaction product. The product is: [CH:1]1([C:6]([C:8]2[CH:13]=[C:12]([CH3:14])[CH:11]=[CH:10][C:9]=2[NH:15][C:16]([NH:17][C:18]2[S:19][CH:20]=[C:21]([CH2:23][CH2:24][S:31][C:32]3[CH:37]=[CH:36][CH:35]=[CH:34][N:33]=3)[N:22]=2)=[O:30])=[O:7])[CH2:2][CH2:3][CH2:4][CH2:5]1. (2) Given the reactants Br[C:2]1[CH:9]=[CH:8][CH:7]=[C:6]([Cl:10])[C:3]=1[CH:4]=[O:5].C(=O)([O-])[O-].[K+].[K+].[CH:17]1([C:20]2[CH:21]=[C:22]3[C:27](=[C:28]([F:30])[CH:29]=2)[C:26](=[O:31])[NH:25][CH:24]=[CH:23]3)[CH2:19][CH2:18]1, predict the reaction product. The product is: [Cl:10][C:6]1[CH:7]=[CH:8][CH:9]=[C:2]([N:25]2[CH:24]=[CH:23][C:22]3[C:27](=[C:28]([F:30])[CH:29]=[C:20]([CH:17]4[CH2:19][CH2:18]4)[CH:21]=3)[C:26]2=[O:31])[C:3]=1[CH:4]=[O:5].